The task is: Predict the reactants needed to synthesize the given product.. This data is from Full USPTO retrosynthesis dataset with 1.9M reactions from patents (1976-2016). (1) Given the product [F:1][C:2]1[CH:7]=[CH:6][C:5]([C:8]2([CH:12]3[C:21]4[C:16](=[CH:17][CH:18]=[C:19]([O:22][CH2:23][CH2:24][NH:25][S:26]([CH2:29][CH2:30][CH3:31])(=[O:27])=[O:28])[CH:20]=4)[CH2:15][CH2:14][N:13]3/[C:34](/[NH:46][C:47](=[O:56])[O:48][CH2:49][C:50]3[CH:55]=[CH:54][CH:53]=[CH:52][CH:51]=3)=[N:35]/[C:36](=[O:45])[O:37][CH2:38][C:39]3[CH:40]=[CH:41][CH:42]=[CH:43][CH:44]=3)[CH2:9][CH2:10][CH2:11]2)=[CH:4][CH:3]=1, predict the reactants needed to synthesize it. The reactants are: [F:1][C:2]1[CH:7]=[CH:6][C:5]([C:8]2([CH:12]3[C:21]4[C:16](=[CH:17][CH:18]=[C:19]([O:22][CH2:23][CH2:24][NH:25][S:26]([CH2:29][CH2:30][CH3:31])(=[O:28])=[O:27])[CH:20]=4)[CH2:15][CH2:14][NH:13]3)[CH2:11][CH2:10][CH2:9]2)=[CH:4][CH:3]=1.CS[C:34]([NH:46][C:47](=[O:56])[O:48][CH2:49][C:50]1[CH:55]=[CH:54][CH:53]=[CH:52][CH:51]=1)=[N:35][C:36](=[O:45])[O:37][CH2:38][C:39]1[CH:44]=[CH:43][CH:42]=[CH:41][CH:40]=1.C(N(CC)CC)C. (2) Given the product [CH:37]1([C:35]([NH:34][C:32]2[N:33]=[C:28]3[CH:27]=[CH:26][C:25]([S:1][C:2]4[N:6]5[CH:7]=[C:8]([C:11]([OH:13])=[O:12])[CH:9]=[CH:10][C:5]5=[N:4][N:3]=4)=[N:30][N:29]3[CH:31]=2)=[O:36])[CH2:38][CH2:39]1, predict the reactants needed to synthesize it. The reactants are: [SH:1][C:2]1[N:6]2[CH:7]=[C:8]([C:11]([OH:13])=[O:12])[CH:9]=[CH:10][C:5]2=[N:4][N:3]=1.BrC1C=CC2N(C(S[C:25]3[CH:26]=[CH:27][C:28]4[N:29]([CH:31]=[C:32]([NH:34][C:35]([CH:37]5[CH2:39][CH2:38]5)=[O:36])[N:33]=4)[N:30]=3)=NN=2)C=1. (3) Given the product [N:38]1([C:43]2[CH:44]=[C:45]([NH:46][C:12]([C:10]3[CH2:9][CH2:8][O:7][C:6]4[CH:15]=[C:2]([Cl:1])[CH:3]=[CH:4][C:5]=4[CH:11]=3)=[O:14])[CH:47]=[CH:48][CH:49]=2)[CH:42]=[CH:41][N:40]=[CH:39]1, predict the reactants needed to synthesize it. The reactants are: [Cl:1][C:2]1[CH:3]=[CH:4][C:5]2[CH:11]=[C:10]([C:12]([OH:14])=O)[CH2:9][CH2:8][O:7][C:6]=2[CH:15]=1.ON1C2C=CC=CC=2N=N1.Cl.C(N=C=NCCCN(C)C)C.[N:38]1([C:43]2[CH:44]=[C:45]([CH:47]=[CH:48][CH:49]=2)[NH2:46])[CH:42]=[CH:41][N:40]=[CH:39]1. (4) Given the product [F:20][C:16]1[C:15]([CH3:21])=[C:14]([N:7]2[C:8]3[CH:13]=[CH:12][CH:11]=[CH:10][C:9]=3[N:5]([CH2:4][CH2:3][CH2:2][NH:25][CH3:24])[S:6]2(=[O:23])=[O:22])[CH:19]=[CH:18][CH:17]=1, predict the reactants needed to synthesize it. The reactants are: Br[CH2:2][CH2:3][CH2:4][N:5]1[C:9]2[CH:10]=[CH:11][CH:12]=[CH:13][C:8]=2[N:7]([C:14]2[CH:19]=[CH:18][CH:17]=[C:16]([F:20])[C:15]=2[CH3:21])[S:6]1(=[O:23])=[O:22].[CH3:24][NH2:25]. (5) Given the product [NH2:30][C@@H:10]([CH2:11][CH2:12][C:13](=[O:29])[NH:14][C@@H:15]([CH3:28])[C@@H:16]([C:18]1[CH:23]=[C:22]([O:24][CH3:25])[CH:21]=[CH:20][C:19]=1[O:26][CH3:27])[OH:17])[C:9]([OH:41])=[O:8], predict the reactants needed to synthesize it. The reactants are: C([O:8][C:9](=[O:41])[C@@H:10]([NH:30]C(OCC1C=CC=CC=1)=O)[CH2:11][CH2:12][C:13](=[O:29])[NH:14][C@@H:15]([CH3:28])[C@@H:16]([C:18]1[CH:23]=[C:22]([O:24][CH3:25])[CH:21]=[CH:20][C:19]=1[O:26][CH3:27])[OH:17])C1C=CC=CC=1. (6) Given the product [CH3:47][N:48]([CH2:50][C-:9]1[CH:8]=[CH:7][C:6]([Si:10]([C:17]2[CH:18]=[CH:19][CH:20]=[CH:21][CH:22]=2)([C:23]2[CH:28]=[CH:27][CH:26]=[CH:25][CH:24]=2)[C:11]2[CH:16]=[CH:15][CH:14]=[CH:13][CH:12]=2)=[C:5]1[CH2:4][N:2]([CH3:1])[CH3:3])[CH3:49].[C-:6]1([Si:10]([C:11]2[CH:12]=[CH:13][CH:14]=[CH:15][CH:16]=2)([C:17]2[CH:18]=[CH:19][CH:20]=[CH:21][CH:22]=2)[C:23]2[CH:28]=[CH:27][CH:26]=[CH:25][CH:24]=2)[CH:5]=[CH:9][CH:8]=[CH:7]1.[Fe+2:34], predict the reactants needed to synthesize it. The reactants are: [CH3:1][N:2]([CH2:4][C-:5]1[CH:9]=[CH:8][CH:7]=[C:6]1[Si:10]([C:23]1[CH:28]=[CH:27][CH:26]=[CH:25][CH:24]=1)([C:17]1[CH:22]=[CH:21][CH:20]=[CH:19][CH:18]=1)[C:11]1[CH:16]=[CH:15][CH:14]=[CH:13][CH:12]=1)[CH3:3].[CH-]1C=CC=C1.[Fe+2:34].C([Li])CCC.C(=O)=O.CC(C)=O.[CH3:47][N+:48]([CH3:50])=[CH2:49].[I-]. (7) Given the product [CH3:33][N:34]([CH3:38])[C:35]([N:13]1[CH2:12][CH2:11][CH:10]([N:9]([C@H:16]2[CH2:21][CH2:20][C@H:19]([CH3:22])[CH2:18][CH2:17]2)[C:8]([NH:7][C:5]2[S:6][C:2]([Cl:1])=[CH:3][N:4]=2)=[O:23])[CH2:15][CH2:14]1)=[O:36], predict the reactants needed to synthesize it. The reactants are: [Cl:1][C:2]1[S:6][C:5]([NH:7][C:8](=[O:23])[N:9]([C@H:16]2[CH2:21][CH2:20][C@H:19]([CH3:22])[CH2:18][CH2:17]2)[CH:10]2[CH2:15][CH2:14][NH:13][CH2:12][CH2:11]2)=[N:4][CH:3]=1.CCN(C(C)C)C(C)C.[CH3:33][N:34]([CH3:38])[C:35](Cl)=[O:36]. (8) Given the product [OH:8][C:9]1[C:14](=[O:15])[N:13]=[CH:12][N:11]2[CH2:31][CH2:32][N:33]([CH:36]([CH3:38])[CH3:37])[C:34](=[O:35])[C:10]=12, predict the reactants needed to synthesize it. The reactants are: C([O:8][C:9]1[C:14](=[O:15])[N:13]=[C:12](CC2C=CC(Cl)=CC=2C2C=CC=C(F)C=2)[N:11]2[CH2:31][CH2:32][N:33]([CH:36]([CH3:38])[CH3:37])[C:34](=[O:35])[C:10]=12)C1C=CC=CC=1.S(=O)(=O)(O)O.